This data is from Peptide-MHC class I binding affinity with 185,985 pairs from IEDB/IMGT. The task is: Regression. Given a peptide amino acid sequence and an MHC pseudo amino acid sequence, predict their binding affinity value. This is MHC class I binding data. (1) The peptide sequence is FPYAIRLVA. The MHC is HLA-C04:01 with pseudo-sequence HLA-C04:01. The binding affinity (normalized) is 0.213. (2) The peptide sequence is RVMGITAEW. The MHC is HLA-A32:01 with pseudo-sequence HLA-A32:01. The binding affinity (normalized) is 0.669. (3) The peptide sequence is DLANSHQRS. The MHC is H-2-Kb with pseudo-sequence H-2-Kb. The binding affinity (normalized) is 0.216. (4) The peptide sequence is GRTFGKLPY. The MHC is HLA-B15:17 with pseudo-sequence HLA-B15:17. The binding affinity (normalized) is 0.0847. (5) The peptide sequence is EEKAFSPEV. The MHC is HLA-A24:02 with pseudo-sequence HLA-A24:02. The binding affinity (normalized) is 0. (6) The MHC is HLA-C14:02 with pseudo-sequence HLA-C14:02. The binding affinity (normalized) is 0.101. The peptide sequence is YPDPVIKV. (7) The peptide sequence is LFCASDAKAY. The MHC is HLA-A03:01 with pseudo-sequence HLA-A03:01. The binding affinity (normalized) is 0.